From a dataset of Reaction yield outcomes from USPTO patents with 853,638 reactions. Predict the reaction yield, written as a fraction of the theoretical maximum amount of product (1.0 means a 100% yield; for example, 0.34 means a 34% yield). (1) The reactants are [CH3:1][C:2]1([CH3:21])[C:6](=[O:7])[N:5]([C:8]2[CH:15]=[CH:14][C:11]([C:12]#[N:13])=[C:10]([C:16]([F:19])([F:18])[F:17])[CH:9]=2)[C:4](=[O:20])[NH:3]1.[Br:22][C:23]1[CH:30]=[C:29]([Cl:31])[CH:28]=[C:27]([Cl:32])[C:24]=1[CH2:25]Br. No catalyst specified. The product is [Br:22][C:23]1[CH:30]=[C:29]([Cl:31])[CH:28]=[C:27]([Cl:32])[C:24]=1[CH2:25][N:3]1[C:2]([CH3:21])([CH3:1])[C:6](=[O:7])[N:5]([C:8]2[CH:15]=[CH:14][C:11]([C:12]#[N:13])=[C:10]([C:16]([F:19])([F:17])[F:18])[CH:9]=2)[C:4]1=[O:20]. The yield is 0.830. (2) The reactants are [F:1][C:2]([F:14])([F:13])[C:3]([C:9]([F:12])([F:11])[F:10])([OH:8])[CH2:4][CH2:5][CH2:6][OH:7].C[Li].[CH2:17]([Li])CCC.[C:22](Cl)(=[O:26])[C:23]([CH3:25])=[CH2:24]. No catalyst specified. The product is [C:22]([O:7][CH2:6][CH:5]([CH3:17])[CH2:4][C:3]([C:9]([F:10])([F:11])[F:12])([OH:8])[C:2]([F:13])([F:14])[F:1])(=[O:26])[C:23]([CH3:25])=[CH2:24]. The yield is 0.760.